From a dataset of Full USPTO retrosynthesis dataset with 1.9M reactions from patents (1976-2016). Predict the reactants needed to synthesize the given product. (1) Given the product [O:2]=[CH:3][CH2:4][C:5]1[CH:14]=[CH:13][C:8]([C:9]([O:11][CH3:12])=[O:10])=[CH:7][CH:6]=1, predict the reactants needed to synthesize it. The reactants are: C[O:2]/[CH:3]=[CH:4]/[C:5]1[CH:14]=[CH:13][C:8]([C:9]([O:11][CH3:12])=[O:10])=[CH:7][CH:6]=1.Cl. (2) The reactants are: FC(F)(F)C(O)=O.C(OC([NH:15][N:16]([C:30]1[CH:35]=[CH:34][C:33]([F:36])=[CH:32][C:31]=1[F:37])[C:17]([CH:19]1[C:24](=O)[C@:23]2([CH3:29])[C:26]([CH3:28])([CH3:27])[C@H:20]1[CH2:21][CH2:22]2)=[O:18])=O)(C)(C)C. Given the product [F:37][C:31]1[CH:32]=[C:33]([F:36])[CH:34]=[CH:35][C:30]=1[N:16]1[C:17](=[O:18])[C:19]2[C@H:20]3[C:26]([CH3:28])([CH3:27])[C@:23]([CH3:29])([CH2:22][CH2:21]3)[C:24]=2[NH:15]1, predict the reactants needed to synthesize it.